Dataset: Reaction yield outcomes from USPTO patents with 853,638 reactions. Task: Predict the reaction yield, written as a fraction of the theoretical maximum amount of product (1.0 means a 100% yield; for example, 0.34 means a 34% yield). (1) The reactants are Cl[C:2]1[N:7]=[C:6]([C:8]2[S:12][C:11]([CH:13]([CH3:15])[CH3:14])=[N:10][C:9]=2[C:16]2[CH:17]=[CH:18][C:19]([F:34])=[C:20]([NH:22][S:23]([C:26]3[C:31]([F:32])=[CH:30][CH:29]=[CH:28][C:27]=3[F:33])(=[O:25])=[O:24])[CH:21]=2)[CH:5]=[CH:4][N:3]=1.[NH2:35][CH2:36][CH2:37][CH2:38][N:39]1[CH2:43][CH2:42][CH2:41][C:40]1=[O:44]. No catalyst specified. The product is [F:33][C:27]1[CH:28]=[CH:29][CH:30]=[C:31]([F:32])[C:26]=1[S:23]([NH:22][C:20]1[CH:21]=[C:16]([C:9]2[N:10]=[C:11]([CH:13]([CH3:15])[CH3:14])[S:12][C:8]=2[C:6]2[CH:5]=[CH:4][N:3]=[C:2]([NH:35][CH2:36][CH2:37][CH2:38][N:39]3[CH2:43][CH2:42][CH2:41][C:40]3=[O:44])[N:7]=2)[CH:17]=[CH:18][C:19]=1[F:34])(=[O:25])=[O:24]. The yield is 0.370. (2) The product is [NH2:16][C:5]1[C:4]([O:23][CH3:24])=[C:3]([C:1]#[N:2])[CH:8]=[C:7]([C:9]2[CH:14]=[CH:13][CH:12]=[CH:11][CH:10]=2)[C:6]=1[F:15]. The reactants are [C:1]([C:3]1[C:4]([O:23][CH3:24])=[C:5]([NH:16]C(=O)C(F)(F)F)[C:6]([F:15])=[C:7]([C:9]2[CH:14]=[CH:13][CH:12]=[CH:11][CH:10]=2)[CH:8]=1)#[N:2].C(=O)([O-])[O-].[K+].[K+]. The catalyst is CO. The yield is 0.920. (3) The reactants are F[C:2]1[CH:9]=[CH:8][CH:7]=[CH:6][C:3]=1[CH:4]=[O:5].C(=O)([O-])[O-].[K+].[K+].[CH3:16][CH:17]([SH:19])[CH3:18]. The catalyst is CN(C=O)C. The product is [CH:17]([S:19][C:2]1[CH:9]=[CH:8][CH:7]=[CH:6][C:3]=1[CH:4]=[O:5])([CH3:18])[CH3:16]. The yield is 0.890. (4) The reactants are [NH2:1][C:2]1[CH:3]=[C:4]([C:14]2[CH:15]=[N:16][C:17]([C:20]([OH:23])([CH3:22])[CH3:21])=[N:18][CH:19]=2)[CH:5]=[C:6]([CH:9]2[CH2:13][CH2:12][CH2:11][O:10]2)[C:7]=1[NH2:8].[CH2:24]([NH:26][C:27]([NH:29][C:30](SC)=NC(=O)NCC)=[O:28])[CH3:25]. The catalyst is O1CCOCC1.OS(O)(=O)=O. The product is [CH2:24]([NH:26][C:27]([NH:29][C:30]1[NH:8][C:7]2[C:6]([CH:9]3[CH2:13][CH2:12][CH2:11][O:10]3)=[CH:5][C:4]([C:14]3[CH:19]=[N:18][C:17]([C:20]([OH:23])([CH3:21])[CH3:22])=[N:16][CH:15]=3)=[CH:3][C:2]=2[N:1]=1)=[O:28])[CH3:25]. The yield is 0.820. (5) The reactants are [CH3:1][C:2]1[CH:39]=[C:38]([CH3:40])[CH:37]=[C:36]([CH3:41])[C:3]=1[CH2:4][N:5]1[CH:9]=[CH:8][N:7]=[C:6]1[C:10]1[CH:15]=[CH:14][C:13]([NH:16][C:17]2[CH:26]=[CH:25][C:24]3[C:19](=[CH:20][CH:21]=[CH:22][CH:23]=3)[C:18]=2[NH:27][C:28](=[O:35])[CH2:29][C:30]([O:32]CC)=O)=[CH:12][CH:11]=1.[N+](C1C=CC(C2NC=CN=2)=CC=1)([O-])=O.CC1C=C(C)C=C(C)C=1CCl.ClC1C=CC(CN2C=CN=C2C2C=CC(NC3C=CC4C(=CC=CC=4)C=3[N+]([O-])=O)=CC=2)=CC=1.ClC1C=CC(CN2C=CN=C2C2C=CC(NC3C=CC4C(=CC=CC=4)C=3NC(=O)CC(OCC)=O)=CC=2)=CC=1.Cl.ClC1C=CC(CN2C=CN=C2C2C=CC(N3C(=O)CC(=O)NC4C5C(C=CC3=4)=CC=CC=5)=CC=2)=CC=1. No catalyst specified. The product is [CH3:1][C:2]1[CH:39]=[C:38]([CH3:40])[CH:37]=[C:36]([CH3:41])[C:3]=1[CH2:4][N:5]1[CH:9]=[CH:8][N:7]=[C:6]1[C:10]1[CH:11]=[CH:12][C:13]([N:16]2[C:30](=[O:32])[CH2:29][C:28](=[O:35])[NH:27][C:18]3[C:19]4[C:24]([CH:25]=[CH:26][C:17]2=3)=[CH:23][CH:22]=[CH:21][CH:20]=4)=[CH:14][CH:15]=1. The yield is 0.440. (6) The reactants are [F:1][C:2]1[CH:7]=[CH:6][C:5]([C:8]([C:10]2[CH:11]=[N:12][C:13]([N:16]3[CH2:21][CH2:20][NH:19][CH2:18][CH2:17]3)=[N:14][CH:15]=2)=[O:9])=[CH:4][CH:3]=1.[CH3:22][CH2:23][Mg+].[Br-]. The catalyst is C1COCC1. The product is [F:1][C:2]1[CH:7]=[CH:6][C:5]([C:8]([C:10]2[CH:11]=[N:12][C:13]([N:16]3[CH2:21][CH2:20][NH:19][CH2:18][CH2:17]3)=[N:14][CH:15]=2)([OH:9])[CH2:22][CH3:23])=[CH:4][CH:3]=1. The yield is 0.100.